This data is from Forward reaction prediction with 1.9M reactions from USPTO patents (1976-2016). The task is: Predict the product of the given reaction. (1) Given the reactants [OH:1][C:2]1[CH:11]=[CH:10][C:9]([N+:12]([O-])=O)=[CH:8][C:3]=1[C:4]([O:6][CH3:7])=[O:5].[CH3:15]O, predict the reaction product. The product is: [NH2:12][C:9]1[CH:10]=[CH:11][C:2]([O:1][CH3:15])=[C:3]([CH:8]=1)[C:4]([O:6][CH3:7])=[O:5]. (2) Given the reactants [CH2:1]([O:3][C:4](=[O:20])[CH:5]([CH2:11][C:12]1[CH:17]=[CH:16][C:15]([Cl:18])=[CH:14][C:13]=1[Cl:19])C(OCC)=O)C.C[O-].[Na+].[N:24](OCCC(C)C)=[O:25].Cl, predict the reaction product. The product is: [CH3:1][O:3][C:4](=[O:20])[C:5](=[N:24][OH:25])[CH2:11][C:12]1[CH:17]=[CH:16][C:15]([Cl:18])=[CH:14][C:13]=1[Cl:19].